Dataset: Full USPTO retrosynthesis dataset with 1.9M reactions from patents (1976-2016). Task: Predict the reactants needed to synthesize the given product. (1) Given the product [CH3:1][O:2][C:3]([C:5]1[S:6][C:7]([C:11]2[CH:16]=[CH:15][CH:14]=[CH:13][CH:12]=2)=[CH:8][C:9]=1[NH:10][CH:24]([CH:26]1[CH2:31][CH2:30][CH2:29][CH2:28][CH2:27]1)[CH2:23][CH2:22][CH2:21][C:20]([O:19][CH2:17][CH3:18])=[O:32])=[O:4], predict the reactants needed to synthesize it. The reactants are: [CH3:1][O:2][C:3]([C:5]1[S:6][C:7]([C:11]2[CH:16]=[CH:15][CH:14]=[CH:13][CH:12]=2)=[CH:8][C:9]=1[NH2:10])=[O:4].[CH2:17]([O:19][C:20](=[O:32])[CH2:21][CH2:22][CH2:23][C:24]([CH:26]1[CH2:31][CH2:30][CH2:29][CH2:28][CH2:27]1)=O)[CH3:18].C1([SiH3])C=CC=CC=1.C([Sn](Cl)(Cl)CCCC)CCC. (2) Given the product [CH2:9]([O:11]/[C:12](=[CH:18]\[C:19]1[CH:20]=[CH:21][C:22]([C:25]2[CH:30]=[CH:29][CH:28]=[C:27]([N:31]([CH3:44])[C:32]([NH:8][CH2:1][CH2:2][CH2:3][CH2:4][CH2:5][CH2:6][CH3:7])=[O:34])[CH:26]=2)=[CH:23][CH:24]=1)/[C:13]([O:15][CH2:16][CH3:17])=[O:14])[CH3:10], predict the reactants needed to synthesize it. The reactants are: [CH2:1]([NH2:8])[CH2:2][CH2:3][CH2:4][CH2:5][CH2:6][CH3:7].[CH2:9]([O:11]/[C:12](=[CH:18]\[C:19]1[CH:24]=[CH:23][C:22]([C:25]2[CH:30]=[CH:29][CH:28]=[C:27]([N:31]([CH3:44])[C:32]([O:34]C3C=CC([N+]([O-])=O)=CC=3)=O)[CH:26]=2)=[CH:21][CH:20]=1)/[C:13]([O:15][CH2:16][CH3:17])=[O:14])[CH3:10].O.C(OCC)(=O)C. (3) Given the product [NH2:18][CH2:17][C:8]1([CH2:7][C:6]([OH:21])=[O:5])[CH2:14][CH:13]2[CH:9]1[CH:10]=[C:11]([CH2:15][CH3:16])[CH2:12]2, predict the reactants needed to synthesize it. The reactants are: C([O:5][C:6](=[O:21])[CH2:7][C:8]1([CH2:17][N+:18]([O-])=O)[CH2:14][CH:13]2[CH:9]1[CH:10]=[C:11]([CH2:15][CH3:16])[CH2:12]2)(C)(C)C.[Cl-].[NH4+]. (4) Given the product [Cl:24][C:20]1[C:19]([F:25])=[C:18]([C@@H:17]2[C@:16]([C:28]3[CH:29]=[CH:30][C:31]([Cl:34])=[CH:32][CH:33]=3)([C:26]#[N:27])[C@H:15]([CH2:35][C:36]([CH3:39])([CH3:38])[CH3:37])[NH:14][C@H:13]2[C:11]([NH:10][C:7]2[CH:6]=[CH:5][C:4]([C:3]([OH:40])=[O:2])=[CH:9][CH:8]=2)=[O:12])[CH:23]=[CH:22][CH:21]=1, predict the reactants needed to synthesize it. The reactants are: C[O:2][C:3](=[O:40])[C:4]1[CH:9]=[CH:8][C:7]([NH:10][C:11]([C@H:13]2[C@H:17]([C:18]3[CH:23]=[CH:22][CH:21]=[C:20]([Cl:24])[C:19]=3[F:25])[C@:16]([C:28]3[CH:33]=[CH:32][C:31]([Cl:34])=[CH:30][CH:29]=3)([C:26]#[N:27])[C@H:15]([CH2:35][C:36]([CH3:39])([CH3:38])[CH3:37])[NH:14]2)=[O:12])=[CH:6][CH:5]=1.[OH-].[Na+].CO.Cl. (5) Given the product [C:1](=[O:2])([OH:4])[OH:3].[CH:8]1([OH:10])[CH2:9][CH2:7]1.[CH:12]1([OH:15])[CH2:14][CH2:13]1.[C:1](=[O:2])([OH:4])[OH:3].[CH2:5]([OH:11])[CH2:6][CH2:7][CH:8]([OH:10])[CH3:9].[CH:1]1([OH:4])[CH2:6][CH2:5]1, predict the reactants needed to synthesize it. The reactants are: [C:1](=[O:4])([OH:3])[OH:2].[CH2:5]([OH:11])[CH2:6][CH2:7][CH:8]([OH:10])[CH3:9].[CH:12]1([OH:15])[CH2:14][CH2:13]1. (6) Given the product [Cl:11][C:12]1[CH:17]=[C:16]([NH:18][C:3]2[C:4](=[O:10])[C:5](=[O:9])[C:6]=2[O:7][CH3:8])[CH:15]=[CH:14][N:13]=1, predict the reactants needed to synthesize it. The reactants are: CO[C:3]1[C:4](=[O:10])[C:5](=[O:9])[C:6]=1[O:7][CH3:8].[Cl:11][C:12]1[CH:17]=[C:16]([NH2:18])[CH:15]=[CH:14][N:13]=1. (7) Given the product [C:17]([N:9]1[CH:8]2[CH2:1][CH2:2][CH:3]1[CH2:4][C:5](=[O:6])[CH2:7]2)(=[O:19])[CH3:18], predict the reactants needed to synthesize it. The reactants are: [CH2:1]1[CH:8]2[NH:9][CH:3]([CH2:4][C:5]([CH2:7]2)=[O:6])[CH2:2]1.Cl.O.C(Cl)Cl.[OH-].[Na+].[C:17](OC(=O)C)(=[O:19])[CH3:18]. (8) The reactants are: [Cl:1][C:2]1[C:7]([C:8]2[CH2:13][CH2:12][N:11](C(OC(C)(C)C)=O)[CH2:10][CH:9]=2)=[CH:6][CH:5]=[CH:4][N:3]=1.[H][H].FC(F)(F)C(O)=O.ClC1C(C2CCN(C(OC(C)(C)C)=O)CC2)=CC=CN=1.C([O-])([O-])=O.[K+].[K+]. Given the product [Cl:1][C:2]1[C:7]([CH:8]2[CH2:13][CH2:12][NH:11][CH2:10][CH2:9]2)=[CH:6][CH:5]=[CH:4][N:3]=1, predict the reactants needed to synthesize it. (9) Given the product [N:1]1[N:2]2[CH2:16][CH2:15][CH2:14][C:3]2=[CH:4][C:5]=1[NH2:6], predict the reactants needed to synthesize it. The reactants are: [N:1]1[N:2]2[CH2:16][CH2:15][CH2:14][C:3]2=[CH:4][C:5]=1[NH:6]C(=O)OC(C)(C)C.FC(F)(F)C(O)=O.